This data is from Full USPTO retrosynthesis dataset with 1.9M reactions from patents (1976-2016). The task is: Predict the reactants needed to synthesize the given product. (1) Given the product [CH3:9][C@@H:6]1[CH2:5][N:4]([C:10]([O:12][C:13]([CH3:15])([CH3:14])[CH3:16])=[O:11])[C@H:3]([CH2:2][NH:1][C:24]2[CH:29]=[C:28]([C:30]([F:33])([F:32])[F:31])[CH:27]=[CH:26][N:25]=2)[CH2:8][CH2:7]1, predict the reactants needed to synthesize it. The reactants are: [NH2:1][CH2:2][C@@H:3]1[CH2:8][CH2:7][C@H:6]([CH3:9])[CH2:5][N:4]1[C:10]([O:12][C:13]([CH3:16])([CH3:15])[CH3:14])=[O:11].C(=O)([O-])[O-].[K+].[K+].F[C:24]1[CH:29]=[C:28]([C:30]([F:33])([F:32])[F:31])[CH:27]=[CH:26][N:25]=1. (2) Given the product [CH2:23]([C:24]1[CH:25]=[CH:26][C:27]([O:30][CH2:15][C:14]#[C:13][C:10]2[CH:9]=[CH:8][C:7]([CH2:6][C@H:5]([O:17][CH3:18])[C:4]([OH:3])=[O:19])=[CH:12][CH:11]=2)=[CH:28][CH:29]=1)[CH2:22][CH2:21][CH3:20], predict the reactants needed to synthesize it. The reactants are: C([O:3][C:4](=[O:19])[C@@H:5]([O:17][CH3:18])[CH2:6][C:7]1[CH:12]=[CH:11][C:10]([C:13]#[C:14][CH2:15]Cl)=[CH:9][CH:8]=1)C.[CH3:20][CH2:21][CH2:22][CH2:23][C:24]1[CH:25]=[CH:26][C:27]([OH:30])=[CH:28][CH:29]=1. (3) Given the product [Cl:23][C:24]1[CH:25]=[C:26]([CH2:31][C:32]([N:20]([CH:17]2[CH2:16][CH2:15][N:14]([CH2:13][CH2:12][NH:11][C:9]([NH:8][C:6]3[CH:5]=[C:4]([CH3:22])[N:3]=[C:2]([CH3:1])[CH:7]=3)=[O:10])[CH2:19][CH2:18]2)[CH3:21])=[O:33])[CH:27]=[CH:28][C:29]=1[Cl:30], predict the reactants needed to synthesize it. The reactants are: [CH3:1][C:2]1[CH:7]=[C:6]([NH:8][C:9]([NH:11][CH2:12][CH2:13][N:14]2[CH2:19][CH2:18][CH:17]([NH:20][CH3:21])[CH2:16][CH2:15]2)=[O:10])[CH:5]=[C:4]([CH3:22])[N:3]=1.[Cl:23][C:24]1[CH:25]=[C:26]([CH2:31][C:32](Cl)=[O:33])[CH:27]=[CH:28][C:29]=1[Cl:30]. (4) The reactants are: [C:1]([CH2:3][C:4]([O:6][CH2:7][CH3:8])=[O:5])#[N:2].[C:9](=[O:12])([O-])[O-].[K+].[K+].[I-].[Na+].[C:17](=O)=O.[CH2:20]([O:22][CH2:23][CH3:24])[CH3:21]. Given the product [CH2:7]([O:6][C:4](=[O:5])[CH:3]([C:1]#[N:2])[CH2:21][CH:20]([O:12][CH2:9][CH3:17])[O:22][CH2:23][CH3:24])[CH3:8], predict the reactants needed to synthesize it. (5) Given the product [N:20]1[CH:25]=[CH:24][CH:23]=[C:22]([C:2]2[C:11]3[CH2:10][CH2:9][CH2:8][CH2:7][C:6]=3[N:5]=[C:4]([O:12][CH2:13][C:14]3[CH:19]=[CH:18][CH:17]=[CH:16][N:15]=3)[CH:3]=2)[CH:21]=1, predict the reactants needed to synthesize it. The reactants are: Cl[C:2]1[C:11]2[CH2:10][CH2:9][CH2:8][CH2:7][C:6]=2[N:5]=[C:4]([O:12][CH2:13][C:14]2[CH:19]=[CH:18][CH:17]=[CH:16][N:15]=2)[CH:3]=1.[N:20]1[CH:25]=[CH:24][CH:23]=[C:22](B(O)O)[CH:21]=1.COC1C=CC=C(OC)C=1C1C=CC=CC=1P(C1CCCCC1)C1CCCCC1.P([O-])([O-])([O-])=O.[K+].[K+].[K+]. (6) Given the product [Cl:1][C:2]1[CH:7]=[CH:6][C:5]([CH:8]([C:26]2[CH:31]=[CH:30][C:29]([Cl:32])=[CH:28][CH:27]=2)[N:9]2[CH2:12][CH:11]([C@@H:13]([C:18]3[CH:23]=[C:22]([F:24])[CH:21]=[C:20]([F:25])[CH:19]=3)[C:14]([F:39])([CH3:17])[CH3:15])[CH2:10]2)=[CH:4][CH:3]=1, predict the reactants needed to synthesize it. The reactants are: [Cl:1][C:2]1[CH:7]=[CH:6][C:5]([CH:8]([C:26]2[CH:31]=[CH:30][C:29]([Cl:32])=[CH:28][CH:27]=2)[N:9]2[CH2:12][CH:11]([CH:13]([C:18]3[CH:23]=[C:22]([F:24])[CH:21]=[C:20]([F:25])[CH:19]=3)[C:14]([CH3:17])(O)[CH3:15])[CH2:10]2)=[CH:4][CH:3]=1.N1C=CC=CC=1.[FH:39].[OH-].[Na+].C([O-])(O)=O.[Na+].